Predict which catalyst facilitates the given reaction. From a dataset of Catalyst prediction with 721,799 reactions and 888 catalyst types from USPTO. (1) Reactant: Cl[CH2:2][C:3]1[S:7][C:6]([NH:8][C:9](=[O:11])[CH3:10])=[N:5][CH:4]=1.Cl.[CH2:13]([CH:20]1[CH2:25][CH2:24][NH:23][CH:22]([CH3:26])[CH2:21]1)[C:14]1[CH:19]=[CH:18][CH:17]=[CH:16][CH:15]=1.CCN(C(C)C)C(C)C. Product: [CH2:13]([CH:20]1[CH2:25][CH2:24][N:23]([CH2:2][C:3]2[S:7][C:6]([NH:8][C:9](=[O:11])[CH3:10])=[N:5][CH:4]=2)[CH:22]([CH3:26])[CH2:21]1)[C:14]1[CH:19]=[CH:18][CH:17]=[CH:16][CH:15]=1. The catalyst class is: 10. (2) Reactant: Cl[C:2]1[N:7]=[C:6]([C:8]2[CH:9]=[C:10]([NH:14][C:15](=[O:18])[CH:16]=[CH2:17])[CH:11]=[CH:12][CH:13]=2)[C:5]([Cl:19])=[CH:4][N:3]=1.[CH3:20][N:21]1[CH2:26][CH2:25][N:24]([C:27]2[CH:33]=[CH:32][C:30]([NH2:31])=[CH:29][CH:28]=2)[CH2:23][CH2:22]1.C(=O)([O-])[O-].[K+].[K+].CC1(C)C2C(=C(P(C3C=CC=CC=3)C3C=CC=CC=3)C=CC=2)OC2C(P(C3C=CC=CC=3)C3C=CC=CC=3)=CC=CC1=2. Product: [Cl:19][C:5]1[C:6]([C:8]2[CH:9]=[C:10]([NH:14][C:15](=[O:18])[CH:16]=[CH2:17])[CH:11]=[CH:12][CH:13]=2)=[N:7][C:2]([NH:31][C:30]2[CH:29]=[CH:28][C:27]([N:24]3[CH2:23][CH2:22][N:21]([CH3:20])[CH2:26][CH2:25]3)=[CH:33][CH:32]=2)=[N:3][CH:4]=1. The catalyst class is: 101.